From a dataset of Full USPTO retrosynthesis dataset with 1.9M reactions from patents (1976-2016). Predict the reactants needed to synthesize the given product. (1) Given the product [C:11]([CH2:8][CH2:9][O:10][C:4](=[O:5])[CH2:3][CH2:2][C:1]([OH:6])=[O:7])#[N:12], predict the reactants needed to synthesize it. The reactants are: [C:1]1(=[O:7])[O:6][C:4](=[O:5])[CH2:3][CH2:2]1.[CH2:8]([C:11]#[N:12])[CH2:9][OH:10]. (2) The reactants are: [Cl:1][C:2]1[C:10]2[C:5](=[N:6][CH:7]=[CH:8][C:9]=2[C:11]2[CH:12]=[C:13]([C:17]([CH3:29])([CH2:27][CH3:28])[CH2:18][NH:19]C(=O)OC(C)(C)C)[CH:14]=[CH:15][CH:16]=2)[NH:4][N:3]=1.C(O)(C(F)(F)F)=O. Given the product [Cl:1][C:2]1[C:10]2[C:5](=[N:6][CH:7]=[CH:8][C:9]=2[C:11]2[CH:12]=[C:13]([C:17]([CH3:29])([CH2:27][CH3:28])[CH2:18][NH2:19])[CH:14]=[CH:15][CH:16]=2)[NH:4][N:3]=1, predict the reactants needed to synthesize it. (3) Given the product [CH3:11][O:10][CH2:9][O:8][C:7]1[CH:6]=[CH:5][C:4]([CH2:12][OH:13])=[CH:3][C:2]=1[B:14]1[O:18][C:17]([CH3:20])([CH3:19])[C:16]([CH3:22])([CH3:21])[O:15]1, predict the reactants needed to synthesize it. The reactants are: Br[C:2]1[CH:3]=[C:4]([CH2:12][OH:13])[CH:5]=[CH:6][C:7]=1[O:8][CH2:9][O:10][CH3:11].[B:14]1([B:14]2[O:18][C:17]([CH3:20])([CH3:19])[C:16]([CH3:22])([CH3:21])[O:15]2)[O:18][C:17]([CH3:20])([CH3:19])[C:16]([CH3:22])([CH3:21])[O:15]1.C([O-])(=O)C.[K+].C(Cl)Cl. (4) Given the product [Cl:1][C:2]1[CH:3]=[C:4]([NH:5][C:19]2[C:28]3[C:23](=[CH:24][C:25]([O:43][CH3:44])=[C:26]([O:29][CH:30]4[CH2:31][CH2:32][NH:33][CH2:34][CH2:35]4)[CH:27]=3)[N:22]=[CH:21][N:20]=2)[CH:6]=[CH:7][C:8]=1[O:9][CH2:10][C:11]1[CH:16]=[CH:15][CH:14]=[CH:13][N:12]=1, predict the reactants needed to synthesize it. The reactants are: [Cl:1][C:2]1[CH:3]=[C:4]([CH:6]=[CH:7][C:8]=1[O:9][CH2:10][C:11]1[CH:16]=[CH:15][CH:14]=[CH:13][N:12]=1)[NH2:5].Cl.Cl[C:19]1[C:28]2[C:23](=[CH:24][C:25]([O:43][CH3:44])=[C:26]([O:29][CH:30]3[CH2:35][CH2:34][N:33](C(OC(C)(C)C)=O)[CH2:32][CH2:31]3)[CH:27]=2)[N:22]=[CH:21][N:20]=1. (5) Given the product [N:29]1[CH:28]=[CH:27][N:25]2[CH:26]=[C:21]([CH2:20][NH:19][C:17]([C:14]3[S:13][C:12]([NH:2][CH2:1][CH:3]4[CH2:4][CH2:5][CH2:6][O:37]4)=[N:16][CH:15]=3)=[O:18])[CH:22]=[CH:23][C:24]=12, predict the reactants needed to synthesize it. The reactants are: [C:1]([C:3]1C=C[C:6](CN)=[CH:5][CH:4]=1)#[N:2].Br[C:12]1[S:13][C:14]([C:17]([NH:19][CH2:20][C:21]2[CH:22]=[CH:23][C:24]3[N:25]([CH:27]=[CH:28][N:29]=3)[CH:26]=2)=[O:18])=[CH:15][N:16]=1.BrC1SC(C(NC2C=CC3N(C=CN=3)C=2)=[O:37])=CN=1. (6) Given the product [Cl:31][C:32]1[CH:37]=[CH:36][C:35]([NH:38][C:39](=[O:59])[NH:40][C:41]2[CH:42]=[CH:43][C:44]([C:47]3[S:51][C:50]([CH2:52][CH2:53][CH2:54][C:55]([OH:57])=[O:56])=[N:49][CH:48]=3)=[CH:45][CH:46]=2)=[C:34]([O:60][C:61]2[CH:62]=[CH:63][CH:64]=[CH:65][CH:66]=2)[CH:33]=1, predict the reactants needed to synthesize it. The reactants are: FC(F)(F)C1C=C(NC(=O)NC2C=CC(C3SC(CCC(O)=O)=NC=3)=CC=2)C=CC=1.[Cl:31][C:32]1[CH:37]=[CH:36][C:35]([NH:38][C:39](=[O:59])[NH:40][C:41]2[CH:46]=[CH:45][C:44]([C:47]3[S:51][C:50]([CH2:52][CH2:53][CH2:54][C:55]([O:57]C)=[O:56])=[N:49][CH:48]=3)=[CH:43][CH:42]=2)=[C:34]([O:60][C:61]2[CH:66]=[CH:65][CH:64]=[CH:63][CH:62]=2)[CH:33]=1. (7) Given the product [C:9]([NH:8][CH2:7][CH:6]([O:12][Si:22]([C:18]([CH3:21])([CH3:20])[CH3:19])([CH3:24])[CH3:23])[CH2:5][NH:4][C:1](=[O:3])[CH3:2])(=[O:11])[CH3:10], predict the reactants needed to synthesize it. The reactants are: [C:1]([NH:4][CH2:5][CH:6]([OH:12])[CH2:7][NH:8][C:9](=[O:11])[CH3:10])(=[O:3])[CH3:2].N1C=CN=C1.[C:18]([Si:22](Cl)([CH3:24])[CH3:23])([CH3:21])([CH3:20])[CH3:19].O.CCOCC. (8) The reactants are: [CH3:1][C:2]1([C:15](OCC)=[O:16])[CH2:7][CH2:6][CH2:5][N:4]([C:8]([O:10][C:11]([CH3:14])([CH3:13])[CH3:12])=[O:9])[CH2:3]1.[Li+].[BH4-].Cl. Given the product [OH:16][CH2:15][C:2]1([CH3:1])[CH2:7][CH2:6][CH2:5][N:4]([C:8]([O:10][C:11]([CH3:14])([CH3:13])[CH3:12])=[O:9])[CH2:3]1, predict the reactants needed to synthesize it. (9) The reactants are: Cl[C:2]1[CH:11]=[CH:10][C:9]2[C:4](=[CH:5][CH:6]=[C:7]([C:12]3[C:20]4[C:15](=[N:16][CH:17]=[N:18][C:19]=4[NH2:21])[N:14]([CH:22]([CH3:24])[CH3:23])[N:13]=3)[CH:8]=2)[N:3]=1.C([NH2:28])(=O)C.C([O-])([O-])=O.[K+].[K+]. Given the product [NH2:21][C:19]1[N:18]=[CH:17][N:16]=[C:15]2[N:14]([CH:22]([CH3:23])[CH3:24])[N:13]=[C:12]([C:7]3[CH:8]=[C:9]4[C:4](=[CH:5][CH:6]=3)[N:3]=[C:2]([NH2:28])[CH:11]=[CH:10]4)[C:20]=12, predict the reactants needed to synthesize it.